From a dataset of Forward reaction prediction with 1.9M reactions from USPTO patents (1976-2016). Predict the product of the given reaction. (1) Given the reactants [CH:1]12[O:8][CH:5]([CH2:6][CH2:7]1)[CH2:4][N:3]([C:9]1[N:14]=[C:13]([Cl:15])[N:12]=[C:11]3[N:16]([CH:19]4[CH2:24][CH2:23][N:22]([C:25](OC(C)(C)C)=O)[CH2:21][CH2:20]4)[N:17]=[CH:18][C:10]=13)[CH2:2]2.[F:32][C:33]([F:38])([F:37])C(O)=O.FC(F)(F)C([O-])=O.ClC(Cl)(Cl)S(OCC(F)(F)F)(=O)=O.C(=O)([O-])[O-].[K+].[K+], predict the reaction product. The product is: [Cl:15][C:13]1[N:12]=[C:11]2[N:16]([CH:19]3[CH2:24][CH2:23][N:22]([CH2:25][C:33]([F:38])([F:37])[F:32])[CH2:21][CH2:20]3)[N:17]=[CH:18][C:10]2=[C:9]([N:3]2[CH2:4][CH:5]3[O:8][CH:1]([CH2:7][CH2:6]3)[CH2:2]2)[N:14]=1. (2) The product is: [Cl:1][C:2]1[C:7]([NH:10][NH2:11])=[N:6][CH:5]=[CH:4][N:3]=1. Given the reactants [Cl:1][C:2]1[C:7](Cl)=[N:6][CH:5]=[CH:4][N:3]=1.O.[NH2:10][NH2:11].O, predict the reaction product. (3) Given the reactants [ClH:1].O1CCOCC1.[O:8]1[C:16]2[C:11](=[N:12][CH:13]=[CH:14][CH:15]=2)[N:10]=[C:9]1[N:17]1[CH2:22][CH2:21][N:20](C(OC(C)(C)C)=O)[CH2:19][CH:18]1[CH2:30][O:31][C:32]1[CH:33]=[N:34][CH:35]=[CH:36][CH:37]=1, predict the reaction product. The product is: [ClH:1].[N:34]1[CH:35]=[CH:36][CH:37]=[C:32]([O:31][CH2:30][CH:18]2[CH2:19][NH:20][CH2:21][CH2:22][N:17]2[C:9]2[O:8][C:16]3[C:11]([N:10]=2)=[N:12][CH:13]=[CH:14][CH:15]=3)[CH:33]=1. (4) Given the reactants [C:1]([C:5]1[CH:9]=[C:8]([NH2:10])[N:7]([C:11]2[CH:12]=[C:13]([CH2:17][C:18]([N:20]3[CH2:25][CH2:24][O:23][CH2:22][CH2:21]3)=[O:19])[CH:14]=[CH:15][CH:16]=2)[N:6]=1)([CH3:4])([CH3:3])[CH3:2].[C:26]1([N:36]=[C:37]=[O:38])[C:35]2[C:30](=[CH:31][CH:32]=[CH:33][CH:34]=2)[CH:29]=[CH:28][CH:27]=1, predict the reaction product. The product is: [C:1]([C:5]1[CH:9]=[C:8]([NH:10][C:37]([NH:36][C:26]2[C:35]3[C:30](=[CH:31][CH:32]=[CH:33][CH:34]=3)[CH:29]=[CH:28][CH:27]=2)=[O:38])[N:7]([C:11]2[CH:16]=[CH:15][CH:14]=[C:13]([CH2:17][C:18]([N:20]3[CH2:21][CH2:22][O:23][CH2:24][CH2:25]3)=[O:19])[CH:12]=2)[N:6]=1)([CH3:4])([CH3:2])[CH3:3]. (5) Given the reactants [CH2:1]([C@H:8]([N:24]([CH2:39][C:40]1[CH:41]=[N:42][C:43](Br)=[CH:44][CH:45]=1)[C:25](=[O:38])[CH:26]=[CH:27][C:28]1[CH:33]=[CH:32][C:31]([C:34]([F:37])([F:36])[F:35])=[CH:30][CH:29]=1)[C:9]([N:11]1[CH2:16][CH2:15][N:14]([CH2:17][C:18]2[CH:23]=[CH:22][CH:21]=[CH:20][CH:19]=2)[CH2:13][CH2:12]1)=[O:10])[C:2]1[CH:7]=[CH:6][CH:5]=[CH:4][CH:3]=1.[NH:47]1[CH2:51][CH2:50][CH2:49][C:48]1=[O:52].C(=O)([O-])[O-].[K+].[K+], predict the reaction product. The product is: [CH2:1]([C@H:8]([N:24]([CH2:39][C:40]1[CH:41]=[N:42][C:43]([N:47]2[CH2:51][CH2:50][CH2:49][C:48]2=[O:52])=[CH:44][CH:45]=1)[C:25](=[O:38])[CH:26]=[CH:27][C:28]1[CH:33]=[CH:32][C:31]([C:34]([F:37])([F:36])[F:35])=[CH:30][CH:29]=1)[C:9]([N:11]1[CH2:16][CH2:15][N:14]([CH2:17][C:18]2[CH:23]=[CH:22][CH:21]=[CH:20][CH:19]=2)[CH2:13][CH2:12]1)=[O:10])[C:2]1[CH:7]=[CH:6][CH:5]=[CH:4][CH:3]=1. (6) Given the reactants [C:1]([C:4]1[C:34](=[O:35])[C@@:8]2([CH3:36])[C:9]3[C:15]([OH:16])=[CH:14][C:13]([O:17][CH3:18])=[C:12]([C:19]([NH:21][CH2:22][C:23]4[C:32]5[C:27](=[CH:28][CH:29]=[CH:30][CH:31]=5)[CH:26]=[CH:25][C:24]=4[CH3:33])=[O:20])[C:10]=3[O:11][C:7]2=[CH:6][C:5]=1[OH:37])(=O)[CH3:2].Cl.[NH2:39][O:40][CH2:41][C:42]([O:44][CH3:45])=[O:43].C(=O)(O)[O-].[Na+], predict the reaction product. The product is: [OH:37][C:5]1[CH:6]=[C:7]2[O:11][C:10]3[C:12]([C:19]([NH:21][CH2:22][C:23]4[C:32]5[C:27](=[CH:28][CH:29]=[CH:30][CH:31]=5)[CH:26]=[CH:25][C:24]=4[CH3:33])=[O:20])=[C:13]([O:17][CH3:18])[CH:14]=[C:15]([OH:16])[C:9]=3[C@:8]2([CH3:36])[C:34](=[O:35])[C:4]=1/[C:1](=[N:39]/[O:40][CH2:41][C:42]([O:44][CH3:45])=[O:43])/[CH3:2].